From a dataset of Forward reaction prediction with 1.9M reactions from USPTO patents (1976-2016). Predict the product of the given reaction. (1) Given the reactants FC(F)(F)C(O)=O.C(OC([N:15]1[CH2:21][CH2:20][C:19]2[S:22][C:23]([NH:25][C:26](=[O:28])[CH3:27])=[N:24][C:18]=2[CH2:17][CH2:16]1)=O)(C)(C)C, predict the reaction product. The product is: [S:22]1[C:19]2[CH2:20][CH2:21][NH:15][CH2:16][CH2:17][C:18]=2[N:24]=[C:23]1[NH:25][C:26](=[O:28])[CH3:27]. (2) Given the reactants S(O)(O)(=O)=O.[NH2:6][C:7]1[NH:8][CH:9]=[CH:10][N:11]=1.C(=O)([O-])[O-].[K+].[K+].Cl.Cl[CH2:20][CH2:21][N:22]1[CH2:27][CH2:26][CH2:25][CH2:24][CH2:23]1, predict the reaction product. The product is: [N:22]1([CH2:21][CH2:20][N:8]2[CH:9]=[CH:10][N:11]=[C:7]2[NH2:6])[CH2:27][CH2:26][CH2:25][CH2:24][CH2:23]1.